From a dataset of Forward reaction prediction with 1.9M reactions from USPTO patents (1976-2016). Predict the product of the given reaction. (1) The product is: [Cl:30][C:27]1[CH:28]=[CH:29][C:24]([CH:9]2[C:8]3[NH:4][C:5]([C:36]4[CH:37]=[CH:38][C:33]([F:32])=[CH:34][C:35]=4[O:42][CH3:43])=[N:6][C:7]=3[C:11](=[O:12])[N:10]2[C:13]2[CH:14]=[C:15]([CH3:23])[C:16]3[N:17]([C:19]([CH3:22])=[N:20][N:21]=3)[CH:18]=2)=[CH:25][CH:26]=1. Given the reactants C([N:4]1[C:8]2[CH:9]([C:24]3[CH:29]=[CH:28][C:27]([Cl:30])=[CH:26][CH:25]=3)[N:10]([C:13]3[CH:14]=[C:15]([CH3:23])[C:16]4[N:17]([C:19]([CH3:22])=[N:20][N:21]=4)[CH:18]=3)[C:11](=[O:12])[C:7]=2[N:6]=[C:5]1Br)C=C.[F:32][C:33]1[CH:38]=[CH:37][C:36](B(O)O)=[C:35]([O:42][CH3:43])[CH:34]=1, predict the reaction product. (2) Given the reactants [NH2:1][C:2]([C@@H:4]1[CH2:8][CH2:7][C@H:6]([C:9]2[CH:14]=[CH:13][C:12]([O:15][CH2:16][C:17]3[CH:22]=[CH:21][CH:20]=[CH:19][CH:18]=3)=[CH:11][CH:10]=2)[N:5]1C(OC(C)(C)C)=O)=[O:3].C([Cl:33])(=O)C, predict the reaction product. The product is: [ClH:33].[C:17]1([CH2:16][O:15][C:12]2[CH:13]=[CH:14][C:9]([C@@H:6]3[NH:5][C@H:4]([C:2]([NH2:1])=[O:3])[CH2:8][CH2:7]3)=[CH:10][CH:11]=2)[CH:18]=[CH:19][CH:20]=[CH:21][CH:22]=1. (3) Given the reactants [Cl:1][C:2]1[CH:19]=[C:18]([Cl:20])[CH:17]=[CH:16][C:3]=1[O:4][CH2:5][CH2:6][CH2:7][NH:8][C:9](=[O:15])[O:10][C:11]([CH3:14])([CH3:13])[CH3:12].[H-].[Na+].[CH2:23](Br)[C:24]#[CH:25], predict the reaction product. The product is: [Cl:1][C:2]1[CH:19]=[C:18]([Cl:20])[CH:17]=[CH:16][C:3]=1[O:4][CH2:5][CH2:6][CH2:7][N:8]([CH2:25][C:24]#[CH:23])[C:9](=[O:15])[O:10][C:11]([CH3:14])([CH3:13])[CH3:12]. (4) Given the reactants [CH3:1][N:2]([CH3:18])[C:3]1([CH2:10][C:11]2[CH:16]=[CH:15][CH:14]=[C:13]([F:17])[CH:12]=2)[CH2:8][CH2:7][C:6](=[O:9])[CH2:5][CH2:4]1.[CH2:19]([Mg]Cl)[C:20]1[CH:25]=[CH:24][CH:23]=[CH:22][CH:21]=1, predict the reaction product. The product is: [CH2:19]([C:6]1([OH:9])[CH2:7][CH2:8][C:3]([N:2]([CH3:1])[CH3:18])([CH2:10][C:11]2[CH:16]=[CH:15][CH:14]=[C:13]([F:17])[CH:12]=2)[CH2:4][CH2:5]1)[C:20]1[CH:25]=[CH:24][CH:23]=[CH:22][CH:21]=1. (5) The product is: [C:19]([O:22][N:8]([C:9]1[CH:14]=[CH:13][C:12]([F:15])=[C:11]([Cl:16])[CH:10]=1)[C:7]([C:3]1[C:2]([NH2:1])=[N:6][O:5][N:4]=1)=[NH:17])(=[O:21])[CH3:20]. Given the reactants [NH2:1][C:2]1[C:3]([C:7](=[N:17]O)[NH:8][C:9]2[CH:14]=[CH:13][C:12]([F:15])=[C:11]([Cl:16])[CH:10]=2)=[N:4][O:5][N:6]=1.[C:19]([O:22]C(=O)C)(=[O:21])[CH3:20], predict the reaction product. (6) The product is: [C:31]([C:11]1[C:12]2[NH:13][C:14]3[C:19]([C:20]=2[C:8]([C:4]2[C:3]([CH3:34])=[C:2]([NH:1][CH2:45][C:39]4[CH:38]=[CH:37][C:36]([Cl:35])=[CH:44][C:40]=4[C:41]([OH:43])=[O:42])[CH:7]=[CH:6][CH:5]=2)=[CH:9][N:10]=1)=[CH:18][CH:17]=[C:16]([NH:21][C:22]([O:23][CH2:24][CH2:25][Si:26]([CH3:27])([CH3:28])[CH3:29])=[O:30])[CH:15]=3)(=[O:33])[NH2:32]. Given the reactants [NH2:1][C:2]1[C:3]([CH3:34])=[C:4]([C:8]2[C:20]3[C:19]4[C:14](=[CH:15][C:16]([NH:21][C:22](=[O:30])[O:23][CH2:24][CH2:25][Si:26]([CH3:29])([CH3:28])[CH3:27])=[CH:17][CH:18]=4)[NH:13][C:12]=3[C:11]([C:31](=[O:33])[NH2:32])=[N:10][CH:9]=2)[CH:5]=[CH:6][CH:7]=1.[Cl:35][C:36]1[CH:37]=[CH:38][C:39]([CH:45]=O)=[C:40]([CH:44]=1)[C:41]([OH:43])=[O:42].C(O)(=O)C.C(O[BH-](OC(=O)C)OC(=O)C)(=O)C.[Na+], predict the reaction product. (7) Given the reactants FC(F)(F)S([O:6][Si:7]([CH2:12][CH3:13])([CH2:10][CH3:11])[CH2:8][CH3:9])(=O)=O.[Br:16][C:17]1[N:21]2[CH:22]=[CH:23][C:24]([C:26](O)([CH3:28])[CH3:27])=[N:25][C:20]2=[N:19][CH:18]=1.C(N(CC)C(C)C)(C)C, predict the reaction product. The product is: [Br:16][C:17]1[N:21]2[CH:22]=[CH:23][C:24]([C:26]([CH3:28])([O:6][Si:7]([CH2:12][CH3:13])([CH2:10][CH3:11])[CH2:8][CH3:9])[CH3:27])=[N:25][C:20]2=[N:19][CH:18]=1. (8) Given the reactants [F:1][C:2]1[CH:3]=[C:4]([S:8]([N:11]2[CH2:16][CH2:15][CH2:14][CH2:13][C@H:12]2[C:17]([NH:19][C@@H:20]([CH2:24][C:25]2[CH:30]=[CH:29][C:28]([O:31][CH2:32][CH2:33][CH2:34][O:35][CH3:36])=[CH:27][CH:26]=2)[C:21](O)=[O:22])=[O:18])(=[O:10])=[O:9])[CH:5]=[CH:6][CH:7]=1.[CH3:37][O:38][CH2:39][C@@H:40]([NH2:42])[CH3:41].O.ON1C2C=CC=CC=2N=N1.Cl.CN(C)CCCN=C=NCC, predict the reaction product. The product is: [CH3:37][O:38][CH2:39][C@@H:40]([NH:42][C:21]([C@@H:20]([NH:19][C:17]([C@@H:12]1[CH2:13][CH2:14][CH2:15][CH2:16][N:11]1[S:8]([C:4]1[CH:5]=[CH:6][CH:7]=[C:2]([F:1])[CH:3]=1)(=[O:10])=[O:9])=[O:18])[CH2:24][C:25]1[CH:30]=[CH:29][C:28]([O:31][CH2:32][CH2:33][CH2:34][O:35][CH3:36])=[CH:27][CH:26]=1)=[O:22])[CH3:41].